Dataset: Forward reaction prediction with 1.9M reactions from USPTO patents (1976-2016). Task: Predict the product of the given reaction. (1) Given the reactants [F:1][C:2]1[C:7](B2OC(C)(C)C(C)(C)O2)=[C:6]([F:17])[CH:5]=[CH:4][C:3]=1[NH:18][S:19]([CH2:22][CH2:23][CH3:24])(=[O:21])=[O:20].I[C:26]1[C:30]([C:31]2[CH:36]=[CH:35][N:34]=[C:33]([NH:37][CH2:38][C@@H:39]([NH:41][C:42](=[O:45])[O:43][CH3:44])[CH3:40])[N:32]=2)=[CH:29][N:28]([CH:46]([CH3:48])[CH3:47])[N:27]=1.C(=O)([O-])[O-].[Na+].[Na+].C1(C)C=CC=CC=1, predict the reaction product. The product is: [F:1][C:2]1[C:3]([NH:18][S:19]([CH2:22][CH2:23][CH3:24])(=[O:20])=[O:21])=[CH:4][CH:5]=[C:6]([F:17])[C:7]=1[C:26]1[C:30]([C:31]2[CH:36]=[CH:35][N:34]=[C:33]([NH:37][CH2:38][C@@H:39]([NH:41][C:42](=[O:45])[O:43][CH3:44])[CH3:40])[N:32]=2)=[CH:29][N:28]([CH:46]([CH3:48])[CH3:47])[N:27]=1. (2) Given the reactants C(N(CC)CC)C.CN(C)S([N:13]1[CH2:18][CH2:17][NH:16][CH2:15][CH2:14]1)(=O)=O.Cl[C:21]1[N:26]=[CH:25][C:24]([N+:27]([O-:29])=[O:28])=[CH:23][N:22]=1, predict the reaction product. The product is: [N+:27]([C:24]1[CH:23]=[N:22][C:21]([CH:15]2[CH2:14][NH:13][CH2:18][CH2:17][NH:16]2)=[N:26][CH:25]=1)([O-:29])=[O:28]. (3) Given the reactants [CH2:1]([O:8][C@H:9]([CH3:22])[C@H:10]([NH:14][C:15]([O:17][C:18]([CH3:21])([CH3:20])[CH3:19])=[O:16])[C:11]([OH:13])=O)[C:2]1[CH:7]=[CH:6][CH:5]=[CH:4][CH:3]=1.C([N:26]([CH2:30][CH3:31])[CH:27]([CH3:29])C)(C)C.N1CCCC1.CCN=C=NCCCN(C)C.C1C=CC2N(O)N=NC=2C=1, predict the reaction product. The product is: [C:18]([O:17][C:15](=[O:16])[NH:14][C@@H:10]([C@H:9]([O:8][CH2:1][C:2]1[CH:3]=[CH:4][CH:5]=[CH:6][CH:7]=1)[CH3:22])[C:11](=[O:13])[N:26]1[CH2:27][CH2:29][CH2:31][CH2:30]1)([CH3:21])([CH3:20])[CH3:19].